Dataset: Forward reaction prediction with 1.9M reactions from USPTO patents (1976-2016). Task: Predict the product of the given reaction. (1) Given the reactants [H-].[Al+3].[Li+].[H-].[H-].[H-].[CH2:7]([P:9]([CH:16]([C:20]1[CH:25]=[CH:24][CH:23]=[CH:22][CH:21]=1)[CH2:17][C:18]#[N:19])(=[O:15])[O:10][CH2:11][CH2:12][CH2:13][CH3:14])[CH3:8].O, predict the reaction product. The product is: [CH2:7]([P:9]([CH:16]([C:20]1[CH:21]=[CH:22][CH:23]=[CH:24][CH:25]=1)[CH2:17][CH2:18][NH2:19])(=[O:15])[O:10][CH2:11][CH2:12][CH2:13][CH3:14])[CH3:8]. (2) Given the reactants [C:1]([O:8][CH2:9][CH3:10])(=[O:7])[CH2:2][CH2:3][C:4]([CH3:6])=[O:5].N1CCCC1.[C:16]([OH:19])(=O)[CH3:17].[OH:20][CH2:21][C:22]1C=CO[C:23]=1[CH:24]=O, predict the reaction product. The product is: [OH:20][CH2:21][C:22]1[O:19][C:16](/[CH:17]=[CH:6]/[C:4](=[O:5])[CH2:3][CH2:2][C:1]([O:8][CH2:9][CH3:10])=[O:7])=[CH:24][CH:23]=1. (3) Given the reactants FC(F)(F)C(O)=O.[CH3:8][C:9]1[C:19]2[CH2:18][CH2:17][NH:16][CH2:15][CH2:14][C:13]=2[CH:12]=[CH:11][C:10]=1[C:20]1[N:24]=[C:23]([C:25]2[CH:26]=[C:27]([C:35]#[N:36])[C:28]([NH:31][CH2:32][CH2:33][CH3:34])=[N:29][CH:30]=2)[O:22][N:21]=1.[O:37]=[CH:38][C@@H:39]([CH2:41]O)[OH:40].C(O)(=O)C.C(O[BH-](OC(=O)C)OC(=O)C)(=O)C.[Na+], predict the reaction product. The product is: [OH:40][C@H:39]([CH2:38][OH:37])[CH2:41][N:16]1[CH2:15][CH2:14][C:13]2[CH:12]=[CH:11][C:10]([C:20]3[N:24]=[C:23]([C:25]4[CH:26]=[C:27]([C:35]#[N:36])[C:28]([NH:31][CH2:32][CH2:33][CH3:34])=[N:29][CH:30]=4)[O:22][N:21]=3)=[C:9]([CH3:8])[C:19]=2[CH2:18][CH2:17]1. (4) Given the reactants [CH3:1][O:2][C:3]1[CH:29]=[CH:28][C:6]([CH2:7][O:8][C:9]2[C:10](OS(C(F)(F)F)(=O)=O)=[CH:11][C:12]([CH2:15][O:16][C:17](=[O:19])[CH3:18])=[N:13][CH:14]=2)=[CH:5][CH:4]=1.C(N(CC)CC)C.[CH3:37][Si:38]([C:41]#[CH:42])([CH3:40])[CH3:39].O, predict the reaction product. The product is: [CH3:1][O:2][C:3]1[CH:29]=[CH:28][C:6]([CH2:7][O:8][C:9]2[C:10]([C:42]#[C:41][Si:38]([CH3:40])([CH3:39])[CH3:37])=[CH:11][C:12]([CH2:15][O:16][C:17](=[O:19])[CH3:18])=[N:13][CH:14]=2)=[CH:5][CH:4]=1.